This data is from Reaction yield outcomes from USPTO patents with 853,638 reactions. The task is: Predict the reaction yield, written as a fraction of the theoretical maximum amount of product (1.0 means a 100% yield; for example, 0.34 means a 34% yield). (1) The reactants are [C:1]([O:9]CC)(=O)[CH2:2][C:3]([O:5][CH2:6][CH3:7])=[O:4].[H-].[Na+].[H][H].[F:16][C:17]1[CH:35]=[CH:34][C:20]([CH2:21][N:22]2[C:27]3[CH:28]=[CH:29][CH:30]=[CH:31][C:26]=3[C:25](=O)[O:24]C2=O)=[CH:19][CH:18]=1.Cl. The catalyst is CC(N(C)C)=O. The product is [CH2:6]([O:5][C:3]([C:2]1[C:1](=[O:9])[N:22]([CH2:21][C:20]2[CH:19]=[CH:18][C:17]([F:16])=[CH:35][CH:34]=2)[C:27]2[C:26]([C:25]=1[OH:24])=[CH:31][CH:30]=[CH:29][CH:28]=2)=[O:4])[CH3:7]. The yield is 0.780. (2) The reactants are [CH2:1]([CH:8]1[CH2:13][CH2:12][N:11]([C:14](=[O:26])[C:15]([NH:17][C:18]2[CH:23]=[CH:22][CH:21]=[C:20]([C:24]#[N:25])[CH:19]=2)=[O:16])[CH2:10][CH2:9]1)[C:2]1[CH:7]=[CH:6][CH:5]=[CH:4][CH:3]=1.[N:27]([Sn](C)(C)C)=[N+:28]=[N-:29]. The catalyst is C1(C)C=CC=CC=1. The product is [CH2:1]([CH:8]1[CH2:9][CH2:10][N:11]([C:14](=[O:26])[C:15]([NH:17][C:18]2[CH:23]=[CH:22][CH:21]=[C:20]([C:24]3[NH:29][N:28]=[N:27][N:25]=3)[CH:19]=2)=[O:16])[CH2:12][CH2:13]1)[C:2]1[CH:7]=[CH:6][CH:5]=[CH:4][CH:3]=1. The yield is 0.540. (3) The reactants are [CH:1]1([C:4]2[N:5]=[C:6]3[C:12]([CH:13]=[O:14])=[CH:11][N:10]([CH2:15][O:16][CH2:17][CH2:18][Si:19]([CH3:22])([CH3:21])[CH3:20])[C:7]3=[N:8][CH:9]=2)[CH2:3][CH2:2]1.S(=O)(=O)([OH:25])N.Cl([O-])=O.[Na+].P([O-])(O)(O)=O.[K+]. The catalyst is O1CCOCC1.O. The product is [CH:1]1([C:4]2[N:5]=[C:6]3[C:12]([C:13]([OH:25])=[O:14])=[CH:11][N:10]([CH2:15][O:16][CH2:17][CH2:18][Si:19]([CH3:22])([CH3:21])[CH3:20])[C:7]3=[N:8][CH:9]=2)[CH2:2][CH2:3]1. The yield is 0.870.